Dataset: Full USPTO retrosynthesis dataset with 1.9M reactions from patents (1976-2016). Task: Predict the reactants needed to synthesize the given product. (1) Given the product [CH2:13]([O:12][C:5](=[O:11])[C:6](=[O:8])/[CH:16]=[C:15](\[OH:17])/[C:18]1[CH:23]=[CH:22][CH:21]=[CH:20][CH:19]=1)[CH3:14], predict the reactants needed to synthesize it. The reactants are: [Na].CCO.[C:5]([O:12][CH2:13][CH3:14])(=[O:11])[C:6]([O:8]CC)=O.[C:15]([C:18]1[CH:23]=[CH:22][CH:21]=[CH:20][CH:19]=1)(=[O:17])[CH3:16]. (2) Given the product [CH2:23]([N:20]([CH2:21][CH3:22])[C:18](=[O:19])[C:17]1[CH:16]=[CH:15][C:14]([C@@H:12]([N:36]2[CH2:37][C@H:38]([CH3:41])[NH:39][CH2:40][C@H:35]2[CH3:34])[C:11]2[CH:27]=[CH:28][CH:29]=[C:9]([OH:8])[CH:10]=2)=[CH:26][CH:25]=1)[CH3:24], predict the reactants needed to synthesize it. The reactants are: [Si]([O:8][C:9]1[CH:10]=[C:11]([CH:27]=[CH:28][CH:29]=1)[CH:12]([C:14]1[CH:26]=[CH:25][C:17]([C:18]([N:20]([CH2:23][CH3:24])[CH2:21][CH3:22])=[O:19])=[CH:16][CH:15]=1)O)(C(C)(C)C)(C)C.S(Cl)(Cl)=O.[CH3:34][C@H:35]1[CH2:40][NH:39][C@H:38]([CH3:41])[CH2:37][NH:36]1.O.[F-].C([N+](CC)(CC)CC)C. (3) Given the product [F:1][C:2]([F:7])([F:6])[C:3]([OH:5])=[O:4].[CH2:16]1[C:17]2[C:22](=[CH:21][C:20]([CH:25]([NH:27][C:28](=[O:30])[CH3:29])[CH3:26])=[CH:19][CH:18]=2)[CH2:23][CH2:24][NH:15]1, predict the reactants needed to synthesize it. The reactants are: [F:1][C:2]([F:7])([F:6])[C:3]([OH:5])=[O:4].C(OC([N:15]1[CH2:24][CH2:23][C:22]2[C:17](=[CH:18][CH:19]=[C:20]([CH:25]([NH:27][C:28](=[O:30])[CH3:29])[CH3:26])[CH:21]=2)[CH2:16]1)=O)(C)(C)C. (4) Given the product [F:30][C:26]1[CH:25]=[C:24]([C:23]#[C:22][C:16]2[CH:17]=[CH:18][C:19]3[C:20](=[O:21])[N:11]4[CH2:10][CH2:9][NH:8][CH2:32][CH2:31][C:12]4=[N:13][C:14]=3[CH:15]=2)[CH:29]=[CH:28][CH:27]=1, predict the reactants needed to synthesize it. The reactants are: C(OC([N:8]1[CH2:32][CH2:31][C:12]2=[N:13][C:14]3[CH:15]=[C:16]([C:22]#[C:23][C:24]4[CH:29]=[CH:28][CH:27]=[C:26]([F:30])[CH:25]=4)[CH:17]=[CH:18][C:19]=3[C:20](=[O:21])[N:11]2[CH2:10][CH2:9]1)=O)(C)(C)C.FC(F)(F)C(O)=O. (5) Given the product [CH:22]1([C:19]2[CH:20]=[CH:21][C:16]([CH2:15][NH:14][C:11]3[CH:10]=[CH:9][C:8]([C:5]4[CH:6]=[CH:7][C:2]([F:1])=[CH:3][CH:4]=4)=[CH:13][CH:12]=3)=[C:17]([C:28]3[CH:29]=[CH:30][C:31]([C:34]([NH:36][CH2:37][CH2:38][C:39]([OH:41])=[O:40])=[O:35])=[N:32][CH:33]=3)[CH:18]=2)[CH2:27][CH2:26][CH2:25][CH2:24][CH2:23]1, predict the reactants needed to synthesize it. The reactants are: [F:1][C:2]1[CH:7]=[CH:6][C:5]([C:8]2[CH:13]=[CH:12][C:11]([NH:14][CH2:15][C:16]3[CH:21]=[CH:20][C:19]([C:22]4[CH2:23][CH2:24][CH2:25][CH2:26][CH:27]=4)=[CH:18][C:17]=3[C:28]3[CH:29]=[CH:30][C:31]([C:34]([NH:36][CH2:37][CH2:38][C:39]([OH:41])=[O:40])=[O:35])=[N:32][CH:33]=3)=[CH:10][CH:9]=2)=[CH:4][CH:3]=1.C([O-])=O.[NH4+]. (6) Given the product [Br:1][C:2]1[S:6][C:5]([C:7]([NH:20][NH2:21])=[O:8])=[N:4][C:3]=1[CH2:12][CH:13]1[CH2:18][CH2:17][CH2:16][CH2:15][CH2:14]1, predict the reactants needed to synthesize it. The reactants are: [Br:1][C:2]1[S:6][C:5]([C:7](OCC)=[O:8])=[N:4][C:3]=1[CH2:12][CH:13]1[CH2:18][CH2:17][CH2:16][CH2:15][CH2:14]1.O.[NH2:20][NH2:21]. (7) Given the product [Cl:1][C:2]1[CH:10]=[CH:9][C:5]([C:6]([NH:16][CH3:14])=[O:8])=[C:4]([NH:11][CH2:12][CH3:13])[N:3]=1, predict the reactants needed to synthesize it. The reactants are: [Cl:1][C:2]1[CH:10]=[CH:9][C:5]([C:6]([OH:8])=O)=[C:4]([NH:11][CH2:12][CH3:13])[N:3]=1.[CH2:14]([N:16](CC)CC)C.CN.F[P-](F)(F)(F)(F)F.N1(O[P+](N(C)C)(N(C)C)N(C)C)C2C=CC=CC=2N=N1. (8) Given the product [F:1][C:2]1[CH:7]=[C:6]([S:8][CH3:9])[CH:5]=[CH:4][C:3]=1[NH:10][C:11]1[C:12]([C:19]([NH:21][O:22][CH2:23][CH2:24][OH:25])=[O:20])=[N:13][N:14]([CH3:18])[C:15](=[O:17])[CH:16]=1, predict the reactants needed to synthesize it. The reactants are: [F:1][C:2]1[CH:7]=[C:6]([S:8][CH3:9])[CH:5]=[CH:4][C:3]=1[NH:10][C:11]1[C:12]([C:19]([NH:21][O:22][CH2:23][CH2:24][O:25]C=C)=[O:20])=[N:13][N:14]([CH3:18])[C:15](=[O:17])[CH:16]=1.Cl. (9) Given the product [Cl:1][C:2]1[CH:7]=[CH:6][C:5]([CH2:8][C:9]([NH:54][C:55]2[CH:64]=[CH:63][CH:62]=[C:61]3[C:56]=2[CH:57]=[CH:58][N:59]([C@@H:66]([CH3:70])[C:67]([NH2:69])=[O:68])[C:60]3=[O:65])=[O:11])=[C:4]([C:12]([F:15])([F:14])[F:13])[CH:3]=1, predict the reactants needed to synthesize it. The reactants are: [Cl:1][C:2]1[CH:7]=[CH:6][C:5]([CH2:8][C:9]([OH:11])=O)=[C:4]([C:12]([F:15])([F:14])[F:13])[CH:3]=1.F[P-](F)(F)(F)(F)F.C[N+](C)=C(N(C)C)ON1C2N=CC=CC=2N=N1.C(N(CC)C(C)C)(C)C.CN(C)C=O.[NH2:54][C:55]1[CH:64]=[CH:63][CH:62]=[C:61]2[C:56]=1[CH:57]=[CH:58][N:59]([C@@H:66]([CH3:70])[C:67]([NH2:69])=[O:68])[C:60]2=[O:65].